This data is from Full USPTO retrosynthesis dataset with 1.9M reactions from patents (1976-2016). The task is: Predict the reactants needed to synthesize the given product. (1) Given the product [ClH:14].[C:7]([C:2]1[CH:3]=[N:4][CH:5]=[CH:6][N:1]=1)(=[NH:15])[NH2:8], predict the reactants needed to synthesize it. The reactants are: [N:1]1[CH:6]=[CH:5][N:4]=[CH:3][C:2]=1[C:7]#[N:8].CO.C[O-].[Na+].[Cl-:14].[NH4+:15]. (2) Given the product [CH:1]([N:14]1[CH2:15][C:16](=[C:18]([C:23]2[CH:28]=[CH:27][C:26]([OH:29])=[CH:25][CH:24]=2)[S:19]([CH3:22])(=[O:21])=[O:20])[CH2:17]1)([C:2]1[CH:3]=[CH:4][CH:5]=[CH:6][CH:7]=1)[C:8]1[CH:9]=[CH:10][CH:11]=[CH:12][CH:13]=1, predict the reactants needed to synthesize it. The reactants are: [CH:1]([N:14]1[CH2:17][C:16](=[C:18]([C:23]2[CH:28]=[CH:27][C:26]([O:29]C)=[CH:25][CH:24]=2)[S:19]([CH3:22])(=[O:21])=[O:20])[CH2:15]1)([C:8]1[CH:13]=[CH:12][CH:11]=[CH:10][CH:9]=1)[C:2]1[CH:7]=[CH:6][CH:5]=[CH:4][CH:3]=1.B(Br)(Br)Br. (3) Given the product [C:1]([C:5]1[CH:6]=[C:7]([NH:36][S:37]([CH3:40])(=[O:38])=[O:39])[C:8]([O:34][CH3:35])=[C:9]([NH:11][C:12](=[O:33])[C:13]2[CH:18]=[CH:17][C:16]([CH3:19])=[C:15]([N:20]3[CH:24]=[C:23]([C:25]4[CH:26]=[N:27][C:28]([CH2:31][CH2:32][N:42]([CH3:43])[CH3:41])=[CH:29][CH:30]=4)[N:22]=[N:21]3)[CH:14]=2)[CH:10]=1)([CH3:2])([CH3:3])[CH3:4], predict the reactants needed to synthesize it. The reactants are: [C:1]([C:5]1[CH:6]=[C:7]([NH:36][S:37]([CH3:40])(=[O:39])=[O:38])[C:8]([O:34][CH3:35])=[C:9]([NH:11][C:12](=[O:33])[C:13]2[CH:18]=[CH:17][C:16]([CH3:19])=[C:15]([N:20]3[CH:24]=[C:23]([C:25]4[CH:26]=[N:27][C:28]([CH:31]=[CH2:32])=[CH:29][CH:30]=4)[N:22]=[N:21]3)[CH:14]=2)[CH:10]=1)([CH3:4])([CH3:3])[CH3:2].[CH3:41][NH:42][CH3:43]. (4) Given the product [NH2:7][C@H:8]([CH2:30][NH2:31])[CH2:9][C:10]([CH3:28])([CH3:29])[CH2:11][CH2:12][C:13]1[CH:18]=[CH:17][C:16]([O:19][CH2:20][C@@H:21]([OH:22])[CH2:25][OH:24])=[CH:15][CH:14]=1, predict the reactants needed to synthesize it. The reactants are: C(OC(=O)[NH:7][C@H:8]([CH2:30][NH2:31])[CH2:9][C:10]([CH3:29])([CH3:28])[CH2:11][CH2:12][C:13]1[CH:18]=[CH:17][C:16]([O:19][CH2:20][C@@H:21]2[CH2:25][O:24]C(C)(C)[O:22]2)=[CH:15][CH:14]=1)(C)(C)C.C(O)(C(F)(F)F)=O. (5) Given the product [CH2:1]([C:3]([C:22]1[CH:27]=[CH:26][C:25]([O:28][CH2:45][C@H:46]2[O:50][C:49](=[O:51])[CH2:48][CH2:47]2)=[C:24]([CH3:29])[CH:23]=1)([C:6]1[CH:11]=[CH:10][C:9](/[C:12](/[CH3:20])=[CH:13]/[C:14]([CH2:15][CH3:16])([OH:17])[CH2:18][CH3:19])=[C:8]([CH3:21])[CH:7]=1)[CH2:4][CH3:5])[CH3:2], predict the reactants needed to synthesize it. The reactants are: [CH2:1]([C:3]([C:22]1[CH:27]=[CH:26][C:25]([OH:28])=[C:24]([CH3:29])[CH:23]=1)([C:6]1[CH:11]=[CH:10][C:9](/[C:12](/[CH3:20])=[CH:13]/[C:14]([CH2:18][CH3:19])([OH:17])[CH2:15][CH3:16])=[C:8]([CH3:21])[CH:7]=1)[CH2:4][CH3:5])[CH3:2].C([O-])([O-])=O.[K+].[K+].C1(C)C(S([CH2:45][C@H:46]2[O:50][C:49](=[O:51])[CH2:48][CH2:47]2)(=O)=O)=CC=CC=1.C([O-])(O)=O.[Na+]. (6) Given the product [CH3:13][O:12][C:9]1[CH:10]=[C:11]2[C:6](=[CH:7][C:8]=1[NH:14][CH2:15][CH2:16][N:17]1[CH2:22][CH2:21][O:20][CH2:19][CH2:18]1)[N:5]=[CH:4][CH:3]=[C:2]2[O:23][C:24]1[C:25]([CH3:37])=[N:26][C:27]2[C:32]([CH:33]=1)=[CH:31][CH:30]=[CH:29][CH:28]=2, predict the reactants needed to synthesize it. The reactants are: Cl[C:2]1[C:11]2[C:6](=[CH:7][C:8]([NH:14][CH2:15][CH2:16][N:17]3[CH2:22][CH2:21][O:20][CH2:19][CH2:18]3)=[C:9]([O:12][CH3:13])[CH:10]=2)[N:5]=[CH:4][CH:3]=1.[OH:23][C:24]1[C:25]([CH3:37])=[N:26][C:27]2[C:32]([C:33]=1C(O)=O)=[CH:31][CH:30]=[CH:29][CH:28]=2.